From a dataset of Forward reaction prediction with 1.9M reactions from USPTO patents (1976-2016). Predict the product of the given reaction. (1) Given the reactants [CH3:1][O:2][C:3]1[CH:8]([CH2:9][CH:10]=[C:11]([CH3:13])[CH3:12])[C:7]([O:14][CH3:15])=[CH:6][CH2:5][CH:4]=1.C([Li])(CC)C.Br[CH2:22][C@@H:23]1[O:25][C@:24]1([CH2:27][CH2:28][CH2:29][C:30]([O:33][CH3:34])([CH3:32])[CH3:31])[CH3:26], predict the reaction product. The product is: [CH3:15][O:14][C:7]1[C:8]([CH2:22][C@@H:23]2[O:25][C@:24]2([CH2:27][CH2:28][CH2:29][C:30]([O:33][CH3:34])([CH3:32])[CH3:31])[CH3:26])([CH2:9][CH:10]=[C:11]([CH3:13])[CH3:12])[C:3]([O:2][CH3:1])=[CH:4][CH2:5][CH:6]=1. (2) Given the reactants [OH:1][C:2]1[CH:14]=[CH:13][C:5]2[CH:6]=[C:7]([C:9]([O:11][CH3:12])=[O:10])[O:8][C:4]=2[CH:3]=1.[H-].[Na+].CN(C=O)C.[CH2:22](Br)[C:23]1[CH:28]=[CH:27][CH:26]=[CH:25][CH:24]=1, predict the reaction product. The product is: [CH2:22]([O:1][C:2]1[CH:14]=[CH:13][C:5]2[CH:6]=[C:7]([C:9]([O:11][CH3:12])=[O:10])[O:8][C:4]=2[CH:3]=1)[C:23]1[CH:28]=[CH:27][CH:26]=[CH:25][CH:24]=1. (3) Given the reactants [OH-].[Na+].[CH2:3]([N:5]1[C:13]2[N:12]=[CH:11][NH:10][C:9]=2[C:8](=[O:14])[NH:7][C:6]1=[O:15])[CH3:4].[CH2:16](Cl)[C:17]1[CH:22]=[CH:21][CH:20]=[CH:19][CH:18]=1, predict the reaction product. The product is: [CH2:16]([N:10]1[C:9]2[C:8](=[O:14])[NH:7][C:6](=[O:15])[N:5]([CH2:3][CH3:4])[C:13]=2[N:12]=[CH:11]1)[C:17]1[CH:22]=[CH:21][CH:20]=[CH:19][CH:18]=1. (4) The product is: [CH2:5]([O:4][C:2]([N:17]1[CH2:18][CH2:19][C:20]2[N:12]=[C:13]([NH:21][C:22]([NH2:24])=[NH:23])[S:14][C:15]=2[CH2:16]1)=[O:3])[C:6]1[CH:11]=[CH:10][CH:9]=[CH:8][CH:7]=1. Given the reactants Cl[C:2]([O:4][CH2:5][C:6]1[CH:11]=[CH:10][CH:9]=[CH:8][CH:7]=1)=[O:3].[N:12]1[C:20]2[CH2:19][CH2:18][NH:17][CH2:16][C:15]=2[S:14][C:13]=1[NH:21][C:22]([NH2:24])=[NH:23].C(N(C(C)C)CC)(C)C.C(=O)([O-])[O-].[Na+].[Na+], predict the reaction product.